This data is from Forward reaction prediction with 1.9M reactions from USPTO patents (1976-2016). The task is: Predict the product of the given reaction. Given the reactants [Cl:1][CH2:2][C:3]1[O:7][N:6]=[C:5]([C@@:8]([CH:16]2[CH2:21][CH2:20][CH2:19][CH2:18][CH2:17]2)([C:10]2[CH:15]=[CH:14][CH:13]=[CH:12][CH:11]=2)[OH:9])[CH:4]=1.[F:22][C:23]1[CH:37]=[CH:36][C:26]([O:27][C@@H:28]2[CH:33]3[CH2:34][CH2:35][N:30]([CH2:31][CH2:32]3)[CH2:29]2)=[CH:25][CH:24]=1, predict the reaction product. The product is: [Cl-:1].[CH:16]1([C@@:8]([OH:9])([C:10]2[CH:15]=[CH:14][CH:13]=[CH:12][CH:11]=2)[C:5]2[CH:4]=[C:3]([CH2:2][N+:30]34[CH2:31][CH2:32][CH:33]([CH2:34][CH2:35]3)[C@@H:28]([O:27][C:26]3[CH:36]=[CH:37][C:23]([F:22])=[CH:24][CH:25]=3)[CH2:29]4)[O:7][N:6]=2)[CH2:21][CH2:20][CH2:19][CH2:18][CH2:17]1.